This data is from Catalyst prediction with 721,799 reactions and 888 catalyst types from USPTO. The task is: Predict which catalyst facilitates the given reaction. (1) Reactant: C([O:4][C:5](=[O:69])[C@@H:6]([NH:61][C:62]([O:64][C:65]([CH3:68])([CH3:67])[CH3:66])=[O:63])[CH2:7][C:8]1[CH:60]=[CH:59][C:11]([O:12][C:13]([NH:15][CH2:16][CH2:17][C@H:18]([NH:51][C:52]([O:54][C:55]([CH3:58])([CH3:57])[CH3:56])=[O:53])[C:19]([NH:21][CH2:22][C:23]([NH:25][C@H:26]([C:48]([NH2:50])=[O:49])[CH2:27][S:28][C:29]([C:42]2[CH:47]=[CH:46][CH:45]=[CH:44][CH:43]=2)([C:36]2[CH:41]=[CH:40][CH:39]=[CH:38][CH:37]=2)[C:30]2[CH:35]=[CH:34][CH:33]=[CH:32][CH:31]=2)=[O:24])=[O:20])=[O:14])=[CH:10][CH:9]=1)C=C.C(N(CC)CC)C.C(O)=O. Product: [C:55]([O:54][C:52]([NH:51][C@@H:18]([CH2:17][CH2:16][NH:15][C:13]([O:12][C:11]1[CH:10]=[CH:9][C:8]([CH2:7][C@H:6]([NH:61][C:62]([O:64][C:65]([CH3:68])([CH3:67])[CH3:66])=[O:63])[C:5]([OH:69])=[O:4])=[CH:60][CH:59]=1)=[O:14])[C:19]([NH:21][CH2:22][C:23]([NH:25][C@H:26]([C:48]([NH2:50])=[O:49])[CH2:27][S:28][C:29]([C:42]1[CH:43]=[CH:44][CH:45]=[CH:46][CH:47]=1)([C:30]1[CH:35]=[CH:34][CH:33]=[CH:32][CH:31]=1)[C:36]1[CH:37]=[CH:38][CH:39]=[CH:40][CH:41]=1)=[O:24])=[O:20])=[O:53])([CH3:58])([CH3:57])[CH3:56]. The catalyst class is: 30. (2) Reactant: Br[C:2]1[N:3]=[C:4]2[C:10]([C:11](=[O:16])[C:12]([CH3:15])([CH3:14])[CH3:13])=[CH:9][NH:8][C:5]2=[N:6][CH:7]=1.[CH2:17]([O:19][C:20]1[CH:21]=[C:22]([N:35]2[CH2:39][CH2:38][CH2:37][CH2:36]2)[CH:23]=[C:24](B2OC(C)(C)C(C)(C)O2)[CH:25]=1)[CH3:18].C([O-])([O-])=O.[K+].[K+].O1CCOCC1. Product: [CH2:17]([O:19][C:20]1[CH:25]=[C:24]([C:2]2[N:3]=[C:4]3[C:10]([C:11](=[O:16])[C:12]([CH3:15])([CH3:14])[CH3:13])=[CH:9][NH:8][C:5]3=[N:6][CH:7]=2)[CH:23]=[C:22]([N:35]2[CH2:39][CH2:38][CH2:37][CH2:36]2)[CH:21]=1)[CH3:18]. The catalyst class is: 6. (3) Reactant: Cl[C:2]1[N:7]=[C:6]([N:8]2[CH2:13][CH2:12][O:11][CH2:10][C@H:9]2[CH3:14])[CH:5]=[C:4]([C:15]2([S:18]([CH3:21])(=[NH:20])=[O:19])[CH2:17][CH2:16]2)[N:3]=1.C(=O)([O-])[O-].[Na+].[Na+].CC1(C)C(C)(C)OB([C:36]2[CH:41]=[CH:40][N:39]=[C:38]3[N:42]([S:45]([C:48]4[CH:54]=[CH:53][C:51]([CH3:52])=[CH:50][CH:49]=4)(=[O:47])=[O:46])[CH:43]=[CH:44][C:37]=23)O1. Product: [CH3:14][C@@H:9]1[CH2:10][O:11][CH2:12][CH2:13][N:8]1[C:6]1[CH:5]=[C:4]([C:15]2([S:18]([CH3:21])(=[NH:20])=[O:19])[CH2:17][CH2:16]2)[N:3]=[C:2]([C:36]2[CH:41]=[CH:40][N:39]=[C:38]3[N:42]([S:45]([C:48]4[CH:54]=[CH:53][C:51]([CH3:52])=[CH:50][CH:49]=4)(=[O:46])=[O:47])[CH:43]=[CH:44][C:37]=23)[N:7]=1. The catalyst class is: 600.